Dataset: Forward reaction prediction with 1.9M reactions from USPTO patents (1976-2016). Task: Predict the product of the given reaction. Given the reactants [OH:1][C:2]1[CH:11]=[CH:10][C:9]2[C:4](=[CH:5][CH:6]=[C:7]([C:12]3[CH:17]=[CH:16][CH:15]=[C:14]([OH:18])[CH:13]=3)[CH:8]=2)[C:3]=1[C:19]1[CH:20]=[C:21]([CH:25]=[CH:26][CH:27]=1)[C:22](O)=[O:23].S(Cl)(Cl)=O.[CH3:32][C:33]1[S:37][C:36]([NH2:38])=[N:35][N:34]=1, predict the reaction product. The product is: [OH:1][C:2]1[CH:11]=[CH:10][C:9]2[C:4](=[CH:5][CH:6]=[C:7]([C:12]3[CH:17]=[CH:16][CH:15]=[C:14]([OH:18])[CH:13]=3)[CH:8]=2)[C:3]=1[C:19]1[CH:20]=[C:21]([CH:25]=[CH:26][CH:27]=1)[C:22]([NH:38][C:36]1[S:37][C:33]([CH3:32])=[N:34][N:35]=1)=[O:23].